This data is from Forward reaction prediction with 1.9M reactions from USPTO patents (1976-2016). The task is: Predict the product of the given reaction. (1) Given the reactants [S:1]1[CH:5]=[CH:4][C:3]([C:6]2[O:7][C:8]3[C:9](=[C:11]([C:15]([OH:17])=O)[CH:12]=[CH:13][CH:14]=3)[N:10]=2)=[CH:2]1.Cl.Cl.[NH2:20][CH:21]1[CH2:28][CH:27]2[N:29]([CH3:30])[CH:23]([CH2:24][CH2:25][CH2:26]2)[CH2:22]1.Cl.C(N=C=NCCCN(C)C)C.ON1C2C=CC=CC=2N=N1.CCN(C(C)C)C(C)C, predict the reaction product. The product is: [CH3:30][N:29]1[CH:23]2[CH2:24][CH2:25][CH2:26][CH:27]1[CH2:28][CH:21]([NH:20][C:15]([C:11]1[CH:12]=[CH:13][CH:14]=[C:8]3[O:7][C:6]([C:3]4[CH:4]=[CH:5][S:1][CH:2]=4)=[N:10][C:9]=13)=[O:17])[CH2:22]2. (2) Given the reactants [NH2:1][CH2:2][C@H:3]([C:5]1[CH:10]=[CH:9][CH:8]=[CH:7][CH:6]=1)[OH:4].C(O)(=O)C.[C:15]1([S:21]([C:24]2[CH:31]=[CH:30][C:27]([CH:28]=O)=[CH:26][CH:25]=2)(=[O:23])=[O:22])[CH:20]=[CH:19][CH:18]=[CH:17][CH:16]=1.C(O[BH-](OC(=O)C)OC(=O)C)(=O)C.[Na+], predict the reaction product. The product is: [C:15]1([S:21]([C:24]2[CH:25]=[CH:26][C:27]([CH2:28][NH:1][CH2:2][C@H:3]([C:5]3[CH:10]=[CH:9][CH:8]=[CH:7][CH:6]=3)[OH:4])=[CH:30][CH:31]=2)(=[O:23])=[O:22])[CH:16]=[CH:17][CH:18]=[CH:19][CH:20]=1. (3) The product is: [CH:1]1([C:5]2[N:13]3[C:8]([C:9]([NH2:14])=[N:10][CH:11]=[N:12]3)=[C:7]([C:15]3[CH:24]=[C:23]4[C:18]([C:19]([CH3:31])=[CH:20][C:21]([C:25]5[CH:30]=[CH:29][CH:28]=[CH:27][CH:26]=5)=[N:22]4)=[CH:17][CH:16]=3)[N:6]=2)[CH2:2][CH2:3][CH2:4]1. Given the reactants [CH:1]1([C:5]2[N:13]3[C:8]([C:9]([NH2:14])=[N:10][CH:11]=[N:12]3)=[C:7]([C:15]3[CH:24]=[C:23]4[C:18]([CH:19]=[CH:20][C:21]([C:25]5[CH:30]=[CH:29][CH:28]=[CH:27][CH:26]=5)=[N:22]4)=[CH:17][CH:16]=3)[N:6]=2)[CH2:4][CH2:3][CH2:2]1.[CH3:31]C1C2C(=CC(B3OC(C)(C)C(C)(C)O3)=CC=2)N=C(C2C=CC=CC=2)C=1.C(=O)([O-])[O-].[Cs+].[Cs+], predict the reaction product. (4) Given the reactants [CH3:1][O:2][CH:3]([O:19][CH3:20])[CH2:4][CH2:5][CH2:6][NH:7][C:8](=[O:18])[NH:9][O:10][CH2:11][C:12]1[CH:17]=[CH:16][CH:15]=[CH:14][CH:13]=1.[H-].[Na+].Br[CH2:24][CH2:25]Br, predict the reaction product. The product is: [CH2:11]([O:10][N:9]1[CH2:25][CH2:24][N:7]([CH2:6][CH2:5][CH2:4][CH:3]([O:19][CH3:20])[O:2][CH3:1])[C:8]1=[O:18])[C:12]1[CH:13]=[CH:14][CH:15]=[CH:16][CH:17]=1. (5) Given the reactants [C:1]([O:5][C:6]([N:8]1[CH2:13][CH2:12][N:11]([S:14]([C:17]2[CH:22]=[CH:21][C:20]([O:23][C:24]([F:27])([F:26])[F:25])=[CH:19][CH:18]=2)(=[O:16])=[O:15])[C@@H:10]([C:28](O)=[O:29])[CH2:9]1)=[O:7])([CH3:4])([CH3:3])[CH3:2].Cl.C(N=C=NCCCN(C)C)C.O.ON1C2C=CC=CC=2N=N1.[F:54][C:55]1[CH:56]=[C:57]([CH:60]=[CH:61][C:62]=1[O:63][C:64]([F:67])([F:66])[F:65])[CH2:58][NH2:59], predict the reaction product. The product is: [C:1]([O:5][C:6]([N:8]1[CH2:13][CH2:12][N:11]([S:14]([C:17]2[CH:22]=[CH:21][C:20]([O:23][C:24]([F:27])([F:26])[F:25])=[CH:19][CH:18]=2)(=[O:16])=[O:15])[C@@H:10]([C:28](=[O:29])[NH:59][CH2:58][C:57]2[CH:60]=[CH:61][C:62]([O:63][C:64]([F:65])([F:66])[F:67])=[C:55]([F:54])[CH:56]=2)[CH2:9]1)=[O:7])([CH3:4])([CH3:3])[CH3:2]. (6) Given the reactants [CH2:1]([O:8][C:9]1[C:14]([I:15])=[CH:13][N:12]=[C:11](Cl)[N:10]=1)[C:2]1[CH:7]=[CH:6][CH:5]=[CH:4][CH:3]=1.[C@]12(CS(O)(=O)=O)C(C)(C)C(CC1)CC2=O.C(=O)([O-])O.[Na+].C(OCC)(=O)C.[F:43][C:44]1[CH:45]=[C:46]([CH:48]=[CH:49][CH:50]=1)[NH2:47], predict the reaction product. The product is: [CH2:1]([O:8][C:9]1[C:14]([I:15])=[CH:13][N:12]=[C:11]([NH:47][C:46]2[CH:48]=[CH:49][CH:50]=[C:44]([F:43])[CH:45]=2)[N:10]=1)[C:2]1[CH:7]=[CH:6][CH:5]=[CH:4][CH:3]=1. (7) Given the reactants [NH2:1][C:2]1[CH:15]=[CH:14][CH:13]=[CH:12][C:3]=1C(C1C=CC=CN=1)=O.[F:16][C:17]([F:28])([F:27])[C:18](O[C:18](=[O:19])[C:17]([F:28])([F:27])[F:16])=[O:19], predict the reaction product. The product is: [F:16][C:17]([F:28])([F:27])[C:18]([NH:1][C:2]1[CH:3]=[CH:12][CH:13]=[CH:14][CH:15]=1)=[O:19].